From a dataset of NCI-60 drug combinations with 297,098 pairs across 59 cell lines. Regression. Given two drug SMILES strings and cell line genomic features, predict the synergy score measuring deviation from expected non-interaction effect. (1) Drug 1: CN1CCC(CC1)COC2=C(C=C3C(=C2)N=CN=C3NC4=C(C=C(C=C4)Br)F)OC. Drug 2: C1CN(CCN1C(=O)CCBr)C(=O)CCBr. Cell line: NCI-H522. Synergy scores: CSS=25.2, Synergy_ZIP=-6.87, Synergy_Bliss=-3.86, Synergy_Loewe=-2.28, Synergy_HSA=-1.32. (2) Drug 1: C1=C(C(=O)NC(=O)N1)F. Drug 2: CCC(=C(C1=CC=CC=C1)C2=CC=C(C=C2)OCCN(C)C)C3=CC=CC=C3.C(C(=O)O)C(CC(=O)O)(C(=O)O)O. Cell line: TK-10. Synergy scores: CSS=21.0, Synergy_ZIP=0.953, Synergy_Bliss=-0.413, Synergy_Loewe=-1.66, Synergy_HSA=0.258. (3) Drug 1: CCC1=CC2CC(C3=C(CN(C2)C1)C4=CC=CC=C4N3)(C5=C(C=C6C(=C5)C78CCN9C7C(C=CC9)(C(C(C8N6C)(C(=O)OC)O)OC(=O)C)CC)OC)C(=O)OC.C(C(C(=O)O)O)(C(=O)O)O. Drug 2: CC1CCC2CC(C(=CC=CC=CC(CC(C(=O)C(C(C(=CC(C(=O)CC(OC(=O)C3CCCCN3C(=O)C(=O)C1(O2)O)C(C)CC4CCC(C(C4)OC)O)C)C)O)OC)C)C)C)OC. Cell line: UO-31. Synergy scores: CSS=14.8, Synergy_ZIP=-8.79, Synergy_Bliss=-9.74, Synergy_Loewe=-9.28, Synergy_HSA=-5.30. (4) Drug 1: C1=CC=C(C=C1)NC(=O)CCCCCCC(=O)NO. Drug 2: CC1CCC2CC(C(=CC=CC=CC(CC(C(=O)C(C(C(=CC(C(=O)CC(OC(=O)C3CCCCN3C(=O)C(=O)C1(O2)O)C(C)CC4CCC(C(C4)OC)OCCO)C)C)O)OC)C)C)C)OC. Cell line: NCIH23. Synergy scores: CSS=18.9, Synergy_ZIP=-6.86, Synergy_Bliss=-3.69, Synergy_Loewe=-5.38, Synergy_HSA=-4.20. (5) Drug 1: CS(=O)(=O)C1=CC(=C(C=C1)C(=O)NC2=CC(=C(C=C2)Cl)C3=CC=CC=N3)Cl. Drug 2: CC1C(C(=O)NC(C(=O)N2CCCC2C(=O)N(CC(=O)N(C(C(=O)O1)C(C)C)C)C)C(C)C)NC(=O)C3=C4C(=C(C=C3)C)OC5=C(C(=O)C(=C(C5=N4)C(=O)NC6C(OC(=O)C(N(C(=O)CN(C(=O)C7CCCN7C(=O)C(NC6=O)C(C)C)C)C)C(C)C)C)N)C. Cell line: NCI-H460. Synergy scores: CSS=17.4, Synergy_ZIP=21.7, Synergy_Bliss=25.0, Synergy_Loewe=23.6, Synergy_HSA=23.8. (6) Drug 1: C1CCC(C1)C(CC#N)N2C=C(C=N2)C3=C4C=CNC4=NC=N3. Drug 2: CN(C)C1=NC(=NC(=N1)N(C)C)N(C)C. Cell line: MDA-MB-231. Synergy scores: CSS=2.59, Synergy_ZIP=0.0125, Synergy_Bliss=0.951, Synergy_Loewe=-7.71, Synergy_HSA=-2.58. (7) Drug 1: COC1=CC(=CC(=C1O)OC)C2C3C(COC3=O)C(C4=CC5=C(C=C24)OCO5)OC6C(C(C7C(O6)COC(O7)C8=CC=CS8)O)O. Drug 2: CC(C1=C(C=CC(=C1Cl)F)Cl)OC2=C(N=CC(=C2)C3=CN(N=C3)C4CCNCC4)N. Cell line: CAKI-1. Synergy scores: CSS=48.7, Synergy_ZIP=-8.21, Synergy_Bliss=-6.71, Synergy_Loewe=-13.8, Synergy_HSA=-2.65. (8) Drug 1: CC(C)(C#N)C1=CC(=CC(=C1)CN2C=NC=N2)C(C)(C)C#N. Drug 2: C1CN(P(=O)(OC1)NCCCl)CCCl. Cell line: KM12. Synergy scores: CSS=-2.92, Synergy_ZIP=1.56, Synergy_Bliss=-0.768, Synergy_Loewe=-1.88, Synergy_HSA=-3.40. (9) Drug 1: CC1=C(C(CCC1)(C)C)C=CC(=CC=CC(=CC(=O)O)C)C. Drug 2: CN1C2=C(C=C(C=C2)N(CCCl)CCCl)N=C1CCCC(=O)O.Cl. Cell line: SK-MEL-5. Synergy scores: CSS=3.82, Synergy_ZIP=-0.859, Synergy_Bliss=-3.18, Synergy_Loewe=0.0393, Synergy_HSA=-2.05. (10) Drug 1: C1CN1C2=NC(=NC(=N2)N3CC3)N4CC4. Drug 2: CC12CCC3C(C1CCC2O)C(CC4=C3C=CC(=C4)O)CCCCCCCCCS(=O)CCCC(C(F)(F)F)(F)F. Cell line: SK-OV-3. Synergy scores: CSS=8.37, Synergy_ZIP=-7.11, Synergy_Bliss=2.05, Synergy_Loewe=-11.2, Synergy_HSA=1.57.